This data is from NCI-60 drug combinations with 297,098 pairs across 59 cell lines. The task is: Regression. Given two drug SMILES strings and cell line genomic features, predict the synergy score measuring deviation from expected non-interaction effect. (1) Drug 1: CC1=C(C=C(C=C1)NC2=NC=CC(=N2)N(C)C3=CC4=NN(C(=C4C=C3)C)C)S(=O)(=O)N.Cl. Drug 2: C1=CN(C(=O)N=C1N)C2C(C(C(O2)CO)O)O.Cl. Cell line: HL-60(TB). Synergy scores: CSS=36.1, Synergy_ZIP=11.6, Synergy_Bliss=6.99, Synergy_Loewe=-54.8, Synergy_HSA=-10.2. (2) Drug 1: CC1=CC2C(CCC3(C2CCC3(C(=O)C)OC(=O)C)C)C4(C1=CC(=O)CC4)C. Drug 2: C1C(C(OC1N2C=NC3=C(N=C(N=C32)Cl)N)CO)O. Cell line: SK-MEL-2. Synergy scores: CSS=-2.40, Synergy_ZIP=0.0759, Synergy_Bliss=0.669, Synergy_Loewe=-10.7, Synergy_HSA=-2.95.